This data is from Catalyst prediction with 721,799 reactions and 888 catalyst types from USPTO. The task is: Predict which catalyst facilitates the given reaction. (1) Reactant: [Si:1]([O:8][CH2:9][CH2:10][C:11]1[C@@H:12]([CH2:25][O:26][Si:27]([C:30]([CH3:33])([CH3:32])[CH3:31])([CH3:29])[CH3:28])[N:13]([C:18]([O:20][C:21]([CH3:24])([CH3:23])[CH3:22])=[O:19])[CH2:14][C@@H:15](O)[CH:16]=1)([C:4]([CH3:7])([CH3:6])[CH3:5])([CH3:3])[CH3:2].C1(P(C2C=CC=CC=2)C2C=CC=CC=2)C=CC=CC=1.[CH2:53]([O:56][NH:57][S:58]([C:61]1[CH:66]=[CH:65][CH:64]=[CH:63][C:62]=1[N+:67]([O-:69])=[O:68])(=[O:60])=[O:59])[CH:54]=[CH2:55].N(C(OC(C)C)=O)=NC(OC(C)C)=O. Product: [CH2:53]([O:56][N:57]([C@H:15]1[CH2:14][N:13]([C:18]([O:20][C:21]([CH3:23])([CH3:22])[CH3:24])=[O:19])[C@H:12]([CH2:25][O:26][Si:27]([C:30]([CH3:31])([CH3:33])[CH3:32])([CH3:29])[CH3:28])[C:11]([CH2:10][CH2:9][O:8][Si:1]([C:4]([CH3:5])([CH3:6])[CH3:7])([CH3:2])[CH3:3])=[CH:16]1)[S:58]([C:61]1[CH:66]=[CH:65][CH:64]=[CH:63][C:62]=1[N+:67]([O-:69])=[O:68])(=[O:60])=[O:59])[CH:54]=[CH2:55]. The catalyst class is: 11. (2) Reactant: [P:1](Cl)(Cl)([O:3][C:4]1[CH:9]=[CH:8][CH:7]=[CH:6][CH:5]=1)=[O:2].Cl.[NH2:13][C@@H:14]([CH3:22])[C:15]([O:17][CH2:18][CH2:19][CH2:20][CH3:21])=[O:16].C(N(CC)CC)C.[N+:30]([C:33]1[CH:38]=[CH:37][C:36]([OH:39])=[CH:35][CH:34]=1)([O-:32])=[O:31]. Product: [N+:30]([C:33]1[CH:38]=[CH:37][C:36]([O:39][P:1]([NH:13][C@@H:14]([CH3:22])[C:15]([O:17][CH2:18][CH2:19][CH2:20][CH3:21])=[O:16])([O:3][C:4]2[CH:9]=[CH:8][CH:7]=[CH:6][CH:5]=2)=[O:2])=[CH:35][CH:34]=1)([O-:32])=[O:31]. The catalyst class is: 2. (3) Reactant: [CH2:1]([N:3]([CH2:6][CH2:7][NH:8][C:9]1[CH:14]=[CH:13][CH:12]=[CH:11][CH:10]=1)[CH2:4][CH3:5])[CH3:2].[ClH:15]. Product: [ClH:15].[ClH:15].[CH2:1]([N:3]([CH2:6][CH2:7][NH:8][C:9]1[CH:10]=[CH:11][CH:12]=[CH:13][CH:14]=1)[CH2:4][CH3:5])[CH3:2]. The catalyst class is: 71. (4) Reactant: [CH3:1][O:2][C:3]1[CH:8]=[CH:7][CH:6]=[CH:5][C:4]=1[CH:9]1[CH2:14][CH2:13][CH2:12][CH2:11][CH:10]1[CH2:15][C:16]#N.[H-].C([Al+]CC(C)C)C(C)C.CC[O:30]CC. Product: [CH3:1][O:2][C:3]1[CH:8]=[CH:7][CH:6]=[CH:5][C:4]=1[CH:9]1[CH2:14][CH2:13][CH2:12][CH2:11][CH:10]1[CH2:15][CH:16]=[O:30]. The catalyst class is: 13. (5) Reactant: Cl[C:2]1[C:10]([N+:11]([O-:13])=[O:12])=[CH:9][C:8]([C:14]([F:17])([F:16])[F:15])=[CH:7][C:3]=1[C:4](Cl)=O.[S-:18][C:19]#[N:20].[NH4+].C1OCCOCCOCCOCCOCCOC1.[NH:40]1[CH2:45][CH2:44][O:43][CH2:42][CH2:41]1.COC1C=CC(P2(SP(C3C=CC(OC)=CC=3)(=S)S2)=[S:55])=CC=1. Product: [N:40]1([C:19]2[S:18][C:2]3[C:10]([N+:11]([O-:13])=[O:12])=[CH:9][C:8]([C:14]([F:17])([F:16])[F:15])=[CH:7][C:3]=3[C:4](=[S:55])[N:20]=2)[CH2:45][CH2:44][O:43][CH2:42][CH2:41]1. The catalyst class is: 93. (6) Reactant: [CH3:1][N:2]([CH3:6])[CH2:3][CH2:4][OH:5].C(=O)([O-])[O-].[K+].[K+].CN(C=O)C.Cl[C:19]1[CH:28]=[CH:27][C:26]2[C:21](=[CH:22][CH:23]=[C:24]([N+:29]([O-:31])=[O:30])[CH:25]=2)[N:20]=1. Product: [CH3:1][N:2]([CH3:6])[CH2:3][CH2:4][O:5][C:19]1[CH:28]=[CH:27][C:26]2[C:21](=[CH:22][CH:23]=[C:24]([N+:29]([O-:31])=[O:30])[CH:25]=2)[N:20]=1. The catalyst class is: 6. (7) Product: [F:1][C:2]1[CH:3]=[C:4]([CH:19]=[CH:20][CH:21]=1)[CH2:5][O:6][C:7]1[CH:16]=[C:15]2[C:10]([C:11](=[O:18])[N:12]([CH2:44][C:46]([NH2:48])=[O:47])[C:13]([CH3:17])=[N:14]2)=[CH:9][CH:8]=1. Reactant: [F:1][C:2]1[CH:3]=[C:4]([CH:19]=[CH:20][CH:21]=1)[CH2:5][O:6][C:7]1[CH:16]=[C:15]2[C:10]([C:11](=[O:18])[NH:12][C:13]([CH3:17])=[N:14]2)=[CH:9][CH:8]=1.NC1C=C(OCC2C=CC=C(F)C=2)C=CC=1C(O)=O.CCO[C:44]([C:46]([NH2:48])=[O:47])=O.Cl.C[O-].[Na+]. The catalyst class is: 24.